Dataset: Full USPTO retrosynthesis dataset with 1.9M reactions from patents (1976-2016). Task: Predict the reactants needed to synthesize the given product. (1) Given the product [NH4+:13].[OH-:11].[C:16]([O:15][C:14]([NH:13][C:9]([C:4]1[CH:3]=[C:2]([F:1])[CH:7]=[C:6]([F:8])[CH:5]=1)([CH3:12])[CH2:10][NH:23][C:22]([CH3:24])([C:25]([OH:27])=[O:26])[CH3:21])=[O:20])([CH3:19])([CH3:18])[CH3:17], predict the reactants needed to synthesize it. The reactants are: [F:1][C:2]1[CH:3]=[C:4]([C:9]([NH:13][C:14](=[O:20])[O:15][C:16]([CH3:19])([CH3:18])[CH3:17])([CH3:12])[CH:10]=[O:11])[CH:5]=[C:6]([F:8])[CH:7]=1.[CH3:21][C:22]([C:25]([OH:27])=[O:26])([CH3:24])[NH2:23].C(O[BH-](OC(=O)C)OC(=O)C)(=O)C.[Na+]. (2) Given the product [CH3:10][N:9]([CH3:11])[C:7](=[O:8])[CH:6]([CH2:15][CH2:16][O:17][CH2:18][CH2:19][O:20][CH:21]1[CH2:26][CH2:25][CH2:24][CH2:23][O:22]1)[C:5]([N:4]([CH3:3])[CH3:13])=[O:12], predict the reactants needed to synthesize it. The reactants are: [H-].[Na+].[CH3:3][N:4]([CH3:13])[C:5](=[O:12])[CH2:6][C:7]([N:9]([CH3:11])[CH3:10])=[O:8].I[CH2:15][CH2:16][O:17][CH2:18][CH2:19][O:20][CH:21]1[CH2:26][CH2:25][CH2:24][CH2:23][O:22]1.